From a dataset of Reaction yield outcomes from USPTO patents with 853,638 reactions. Predict the reaction yield, written as a fraction of the theoretical maximum amount of product (1.0 means a 100% yield; for example, 0.34 means a 34% yield). (1) The reactants are [Cl:1][C:2]1[C:7]([Cl:8])=[CH:6][C:5]([NH:9][CH2:10][C:11]([OH:13])=O)=[C:4]([OH:14])[CH:3]=1.[CH2:15]1[C:18]2([CH2:22][CH2:21][N:20]([C:23](=[O:26])[CH:24]=[CH2:25])[CH2:19]2)[CH2:17][NH:16]1.CCN=C=NCCCN(C)C.Cl.C1C=CC2N(O)N=NC=2C=1.CCN(CC)CC. The catalyst is CN(C=O)C.O. The product is [Cl:1][C:2]1[C:7]([Cl:8])=[CH:6][C:5]([NH:9][CH2:10][C:11]([N:16]2[CH2:17][C:18]3([CH2:22][CH2:21][N:20]([C:23](=[O:26])[CH:24]=[CH2:25])[CH2:19]3)[CH2:15]2)=[O:13])=[C:4]([OH:14])[CH:3]=1. The yield is 0.170. (2) The reactants are [CH3:1][O:2][C:3](=[O:13])[CH2:4][C:5]1[CH:10]=[CH:9][C:8]([Cl:11])=[C:7]([Cl:12])[CH:6]=1.[H-].[Na+].C[O:17][CH:18](OC)[CH2:19]Br. The catalyst is CN(C=O)C. The product is [CH3:1][O:2][C:3](=[O:13])[CH:4]([C:5]1[CH:10]=[CH:9][C:8]([Cl:11])=[C:7]([Cl:12])[CH:6]=1)[CH2:19][CH:18]=[O:17]. The yield is 0.320. (3) The reactants are Cl[C:2]1[CH:7]=[CH:6][N:5]=[C:4]([S:8][CH3:9])[N:3]=1.C1C=CC(P(C2C=CC=CC=2)C2C=CC=CC=2)=CC=1.[C:29]([C:31]1[CH:36]=[CH:35][CH:34]=[CH:33][C:32]=1[CH2:37][C:38]([O:40][CH3:41])=[O:39])#[CH:30].CCN(CC)CC. The catalyst is C1COCC1.Cl[Pd](Cl)([P](C1C=CC=CC=1)(C1C=CC=CC=1)C1C=CC=CC=1)[P](C1C=CC=CC=1)(C1C=CC=CC=1)C1C=CC=CC=1.[Cu]I. The product is [CH3:9][S:8][C:4]1[N:3]=[C:2]([C:30]#[C:29][C:31]2[CH:36]=[CH:35][CH:34]=[CH:33][C:32]=2[CH2:37][C:38]([O:40][CH3:41])=[O:39])[CH:7]=[CH:6][N:5]=1. The yield is 0.630. (4) The reactants are B(Br)(Br)Br.[Cl:5][C:6]1[CH:11]=[CH:10][C:9]([CH2:12][C:13]#[N:14])=[CH:8][C:7]=1[O:15]C. The catalyst is C(Cl)Cl. The product is [Cl:5][C:6]1[CH:11]=[CH:10][C:9]([CH2:12][C:13]#[N:14])=[CH:8][C:7]=1[OH:15]. The yield is 0.850. (5) The reactants are Br[C:2]1[CH:3]=[C:4]([CH:26]=[CH:27][CH:28]=1)[O:5][CH2:6][C:7]1[CH:25]=[CH:24][C:10]([C:11]([NH:13][CH2:14][C:15]2[C:16]([OH:23])=[N:17][C:18]([CH3:22])=[CH:19][C:20]=2[CH3:21])=[O:12])=[CH:9][CH:8]=1.CC1(C)C(C)(C)OB([C:37]2[CH:38]=[CH:39][C:40]([NH2:43])=[N:41][CH:42]=2)O1.C(=O)([O-])[O-].[Na+].[Na+]. The catalyst is O1CCOCC1.O.[Pd].C1(P(C2C=CC=CC=2)C2C=CC=CC=2)C=CC=CC=1.C1(P(C2C=CC=CC=2)C2C=CC=CC=2)C=CC=CC=1.C1(P(C2C=CC=CC=2)C2C=CC=CC=2)C=CC=CC=1.C1(P(C2C=CC=CC=2)C2C=CC=CC=2)C=CC=CC=1. The product is [NH2:43][C:40]1[N:41]=[CH:42][C:37]([C:2]2[CH:3]=[C:4]([CH:26]=[CH:27][CH:28]=2)[O:5][CH2:6][C:7]2[CH:25]=[CH:24][C:10]([C:11]([NH:13][CH2:14][C:15]3[C:16]([OH:23])=[N:17][C:18]([CH3:22])=[CH:19][C:20]=3[CH3:21])=[O:12])=[CH:9][CH:8]=2)=[CH:38][CH:39]=1. The yield is 0.370. (6) The catalyst is O. The reactants are [Br:1][C:2]1[C:3]([NH2:10])=[C:4]([NH2:9])[C:5]([Br:8])=[CH:6][CH:7]=1.[C:11]1([C:17](=O)[C:18]([C:20]2[CH:25]=[CH:24][CH:23]=[CH:22][CH:21]=2)=O)[CH:16]=[CH:15][CH:14]=[CH:13][CH:12]=1.C(O)CCC.C(=O)(O)[O-].[Na+]. The yield is 0.740. The product is [Br:1][C:2]1[CH:7]=[CH:6][C:5]([Br:8])=[C:4]2[C:3]=1[N:10]=[C:17]([C:11]1[CH:16]=[CH:15][CH:14]=[CH:13][CH:12]=1)[C:18]([C:20]1[CH:25]=[CH:24][CH:23]=[CH:22][CH:21]=1)=[N:9]2. (7) The reactants are [Cl:1][C:2]1[CH:7]=[CH:6][C:5]([CH2:8][C:9]#[N:10])=[CH:4][C:3]=1[OH:11].C([O-])([O-])=O.[K+].[K+].[CH:18]1[CH:23]=[CH:22][C:21]([CH2:24]Br)=[CH:20][CH:19]=1. The catalyst is CC#N. The product is [CH2:24]([O:11][C:3]1[CH:4]=[C:5]([CH2:8][C:9]#[N:10])[CH:6]=[CH:7][C:2]=1[Cl:1])[C:21]1[CH:22]=[CH:23][CH:18]=[CH:19][CH:20]=1. The yield is 0.600. (8) The product is [CH2:33]([O:32][CH2:31][C@H:13]([NH:12][C:9](=[O:11])[CH2:8][C:6]1[N:7]=[C:3]([CH3:2])[NH:4][CH:5]=1)[C:14]([NH:16][C:17]1[CH:22]=[CH:21][C:20]([O:23][C:24]2[CH:29]=[CH:28][C:27]([F:30])=[CH:26][CH:25]=2)=[CH:19][CH:18]=1)=[O:15])[C:34]1[CH:39]=[CH:38][CH:37]=[CH:36][CH:35]=1. The reactants are Cl.[CH3:2][C:3]1[NH:4][CH:5]=[C:6]([CH2:8][C:9]([OH:11])=O)[N:7]=1.[NH2:12][C@@H:13]([CH2:31][O:32][CH2:33][C:34]1[CH:39]=[CH:38][CH:37]=[CH:36][CH:35]=1)[C:14]([NH:16][C:17]1[CH:22]=[CH:21][C:20]([O:23][C:24]2[CH:29]=[CH:28][C:27]([F:30])=[CH:26][CH:25]=2)=[CH:19][CH:18]=1)=[O:15]. The yield is 0.0700. No catalyst specified.